This data is from Reaction yield outcomes from USPTO patents with 853,638 reactions. The task is: Predict the reaction yield, written as a fraction of the theoretical maximum amount of product (1.0 means a 100% yield; for example, 0.34 means a 34% yield). (1) The reactants are [N+:1]([CH:4]([CH3:13])[CH:5]([C:7]1[CH:12]=[CH:11][CH:10]=[CH:9][CH:8]=1)[OH:6])([O-:3])=[O:2].[C:14](OC(=O)C)(=[O:16])[CH3:15].CO. The catalyst is C(OCC)C.CN(C)C1C=CN=CC=1. The product is [C:14]([O:6][CH:5]([C:7]1[CH:12]=[CH:11][CH:10]=[CH:9][CH:8]=1)[CH:4]([N+:1]([O-:3])=[O:2])[CH3:13])(=[O:16])[CH3:15]. The yield is 0.860. (2) The reactants are [CH3:1][C@H:2]1[CH2:7][N:6]([CH2:8][C:9]2[CH:14]=[CH:13][C:12]([OH:15])=[CH:11][CH:10]=2)[CH2:5][C@@H:4]([CH3:16])[O:3]1.C([O-])([O-])=O.[Cs+].[Cs+].Br[CH2:24][CH2:25][CH2:26][CH2:27][CH2:28][S:29][C:30]1[C:39]2[C:34](=[CH:35][C:36]([C:40]([F:43])([F:42])[F:41])=[CH:37][CH:38]=2)[N:33]=[CH:32][CH:31]=1. The catalyst is CN(C=O)C. The product is [CH3:1][C@H:2]1[CH2:7][N:6]([CH2:8][C:9]2[CH:14]=[CH:13][C:12]([O:15][CH2:24][CH2:25][CH2:26][CH2:27][CH2:28][S:29][C:30]3[C:39]4[C:34](=[CH:35][C:36]([C:40]([F:43])([F:41])[F:42])=[CH:37][CH:38]=4)[N:33]=[CH:32][CH:31]=3)=[CH:11][CH:10]=2)[CH2:5][C@@H:4]([CH3:16])[O:3]1. The yield is 0.180.